Dataset: Forward reaction prediction with 1.9M reactions from USPTO patents (1976-2016). Task: Predict the product of the given reaction. (1) Given the reactants S([N:11]1[C:19]2[C:14](=[CH:15][CH:16]=[CH:17][CH:18]=2)[C:13]([CH2:20][N:21]2[CH2:26][CH2:25][CH2:24][C:23]3([CH2:31][CH2:30][NH:29][CH2:28][CH2:27]3)[C:22]2=[O:32])=[CH:12]1)(C1C=CC(C)=CC=1)(=O)=O.Cl[C:34]1[N:39]=[C:38]([CH3:40])[CH:37]=[C:36]([CH3:41])[N:35]=1, predict the reaction product. The product is: [NH:11]1[C:19]2[C:14](=[CH:15][CH:16]=[CH:17][CH:18]=2)[C:13]([CH2:20][N:21]2[CH2:26][CH2:25][CH2:24][C:23]3([CH2:31][CH2:30][N:29]([C:34]4[N:39]=[C:38]([CH3:40])[CH:37]=[C:36]([CH3:41])[N:35]=4)[CH2:28][CH2:27]3)[C:22]2=[O:32])=[CH:12]1. (2) Given the reactants [CH2:1]([N:3]1[C:7]2=[C:8]3[C:13](=[CH:14][CH:15]=[C:6]2[CH:5]=[N:4]1)[C:12](=[O:16])[C:11]([I:17])=[C:10]([C:18]1[CH:23]=[CH:22][CH:21]=[CH:20][CH:19]=1)[O:9]3)[CH3:2].[CH2:24](N1N=C2C3OC(C4C=CC=CC=4)=C(I)C(=O)C=3C=CC2=C1)C.IC1C(=O)C2C(OC=1C1C=CC=CC=1)=C1NN=CC1=CC=2.IC(C)C, predict the reaction product. The product is: [I:17][C:11]1[C:12](=[O:16])[C:13]2[C:8]([O:9][C:10]=1[C:18]1[CH:23]=[CH:22][CH:21]=[CH:20][CH:19]=1)=[C:7]1[N:3]([CH:1]([CH3:24])[CH3:2])[N:4]=[CH:5][C:6]1=[CH:15][CH:14]=2. (3) Given the reactants Cl[C:2]1[C:11]2[C:6](=[CH:7][CH:8]=[C:9]([F:12])[CH:10]=2)[N:5]=[C:4]([CH:13]=[CH:14][C:15]2[O:16][C:17]([N+:20]([O-:22])=[O:21])=[CH:18][CH:19]=2)[N:3]=1.[NH2:23][C:24]1[CH:29]=[CH:28][C:27]([OH:30])=[CH:26][CH:25]=1.O, predict the reaction product. The product is: [F:12][C:9]1[CH:10]=[C:11]2[C:6](=[CH:7][CH:8]=1)[N:5]=[C:4](/[CH:13]=[CH:14]/[C:15]1[O:16][C:17]([N+:20]([O-:22])=[O:21])=[CH:18][CH:19]=1)[N:3]=[C:2]2[NH:23][C:24]1[CH:29]=[CH:28][C:27]([OH:30])=[CH:26][CH:25]=1. (4) Given the reactants [C:1]1(=[O:7])[O:6][C:4](=[O:5])[CH:3]=[CH:2]1.[CH:8]12[CH2:14][CH:11]([CH2:12][CH2:13]1)[CH:10]=[CH:9]2.[C:15]([O:19][C:20](=[O:23])[CH:21]=[CH2:22])([CH3:18])([CH3:17])[CH3:16].[C:24]([O:28][CH2:29][CH:30]1[O:34][CH2:33][CH2:32][CH2:31]1)(=[O:27])[CH:25]=[CH2:26], predict the reaction product. The product is: [C:8]12([C:3]3=[CH:2][C:1]([O:6][C:4]3=[O:5])=[O:7])[CH2:14][CH:11]([CH2:12][CH2:13]1)[CH:10]=[CH:9]2.[C:15]([O:19][C:20](=[O:23])[CH:21]=[CH2:22])([CH3:18])([CH3:17])[CH3:16].[C:24]([O:28][CH2:29][CH:30]1[O:34][CH2:33][CH2:32][CH2:31]1)(=[O:27])[CH:25]=[CH2:26]. (5) Given the reactants [CH3:1][O:2][C:3]1[CH:4]=[C:5]2[C:10](=[CH:11][CH:12]=1)[CH:9](O)[CH:8]([CH3:14])[CH2:7][CH2:6]2.C([SiH](CC)CC)C.C([O-])([O-])=O.[K+].[K+], predict the reaction product. The product is: [CH3:1][O:2][C:3]1[CH:4]=[C:5]2[C:10](=[CH:11][CH:12]=1)[CH2:9][CH:8]([CH3:14])[CH2:7][CH2:6]2.